Task: Predict which catalyst facilitates the given reaction.. Dataset: Catalyst prediction with 721,799 reactions and 888 catalyst types from USPTO Reactant: [C:1]([O-])(=O)CC(CC([O-])=O)(C([O-])=O)O.[Cl:14][C:15]1[CH:16]=[C:17]([C:22]2([CH2:28][NH:29][C:30]([C:32]3[C:41]4[C:36](=[CH:37][CH:38]=[CH:39][CH:40]=4)[CH:35]=[C:34]([C:42]#[N:43])[C:33]=3[O:44][CH3:45])=[O:31])[CH2:27][CH2:26][NH:25][CH2:24][CH2:23]2)[CH:18]=[CH:19][C:20]=1[Cl:21].C=O. Product: [CH3:1][N:25]1[CH2:24][CH2:23][C:22]([C:17]2[CH:18]=[CH:19][C:20]([Cl:21])=[C:15]([Cl:14])[CH:16]=2)([CH2:28][NH:29][C:30]([C:32]2[C:41]3[C:36](=[CH:37][CH:38]=[CH:39][CH:40]=3)[CH:35]=[C:34]([C:42]#[N:43])[C:33]=2[O:44][CH3:45])=[O:31])[CH2:27][CH2:26]1. The catalyst class is: 106.